Dataset: Catalyst prediction with 721,799 reactions and 888 catalyst types from USPTO. Task: Predict which catalyst facilitates the given reaction. (1) Reactant: Cl.[Cl:2][C:3]1[CH:4]=[C:5]2[C:10](=[CH:11][CH:12]=1)[CH:9]=[C:8]([S:13]([CH2:16][CH2:17][C:18]([N:20]1[CH2:25][CH2:24][CH:23]([N:26]3[CH2:30][C:29]4=[CH:31][N:32]=[C:33]([CH3:34])[N:28]4[C:27]3=[O:35])[CH2:22][CH2:21]1)=[O:19])(=[O:15])=[O:14])[CH:7]=[CH:6]2. Product: [ClH:2].[Cl:2][C:3]1[CH:4]=[C:5]2[C:10](=[CH:11][CH:12]=1)[CH:9]=[C:8]([S:13]([CH2:16][CH2:17][C:18]([N:20]1[CH2:21][CH2:22][CH:23]([N:26]3[CH2:30][C:29]4=[CH:31][N:32]=[C:33]([CH3:34])[N:28]4[C:27]3=[O:35])[CH2:24][CH2:25]1)=[O:19])(=[O:14])=[O:15])[CH:7]=[CH:6]2. The catalyst class is: 798. (2) Reactant: N1C=CC=CC=1.Cl.[NH2:8][C:9]1[CH:36]=[CH:35][C:12]([CH2:13][N:14]2[C:18]3[CH:19]=[CH:20][CH:21]=[CH:22][C:17]=3[N:16]([CH2:23][C:24]3[CH:29]=[CH:28][C:27]([C:30]([CH3:33])([CH3:32])[CH3:31])=[CH:26][CH:25]=3)[C:15]2=[O:34])=[CH:11][CH:10]=1.[CH3:37][S:38](Cl)(=[O:40])=[O:39]. Product: [C:30]([C:27]1[CH:26]=[CH:25][C:24]([CH2:23][N:16]2[C:17]3[CH:22]=[CH:21][CH:20]=[CH:19][C:18]=3[N:14]([CH2:13][C:12]3[CH:11]=[CH:10][C:9]([NH:8][S:38]([CH3:37])(=[O:40])=[O:39])=[CH:36][CH:35]=3)[C:15]2=[O:34])=[CH:29][CH:28]=1)([CH3:31])([CH3:32])[CH3:33]. The catalyst class is: 90. (3) Reactant: C(OC([NH:8][C:9]1[CH:13]=[C:12]([C:14]2[CH:19]=[CH:18][N:17]=[CH:16][N:15]=2)[S:11][CH:10]=1)=O)(C)(C)C.C(O)(C(F)(F)F)=O. Product: [N:17]1[CH:18]=[CH:19][C:14]([C:12]2[S:11][CH:10]=[C:9]([NH2:8])[CH:13]=2)=[N:15][CH:16]=1. The catalyst class is: 2. (4) Reactant: [CH2:1]([O:8][C:9]1[CH:14]=[C:13]([O:15][CH2:16][C:17](=[O:25])[O:18][CH2:19][CH2:20][Si:21]([CH3:24])([CH3:23])[CH3:22])[CH:12]=[CH:11][C:10]=1[N:26]([S:32]([NH:35]C(OC(C)(C)C)=O)(=[O:34])=[O:33])[CH2:27][C:28]([O:30][CH3:31])=[O:29])[C:2]1[CH:7]=[CH:6][CH:5]=[CH:4][CH:3]=1. Product: [NH2:35][S:32]([N:26]([C:10]1[CH:11]=[CH:12][C:13]([O:15][CH2:16][C:17](=[O:25])[O:18][CH2:19][CH2:20][Si:21]([CH3:24])([CH3:23])[CH3:22])=[CH:14][C:9]=1[O:8][CH2:1][C:2]1[CH:3]=[CH:4][CH:5]=[CH:6][CH:7]=1)[CH2:27][C:28]([O:30][CH3:31])=[O:29])(=[O:33])=[O:34]. The catalyst class is: 89. (5) Reactant: [NH2:1][C:2]1[N:7]=[C:6]([NH2:8])[C:5]([N:9]2[CH2:14][CH2:13][N:12]([C:15]3[CH:22]=[CH:21][C:18]([CH:19]=O)=[CH:17][CH:16]=3)[CH2:11][CH2:10]2)=[C:4]([CH3:23])[N:3]=1.[NH2:24][O:25][CH2:26][C:27]1[CH:28]=[CH:29][C:30]([Br:34])=[C:31]([OH:33])[CH:32]=1.[ClH:35].C(O)(C)C. Product: [ClH:35].[Br:34][C:30]1[CH:29]=[CH:28][C:27]([CH2:26][O:25][N:24]=[CH:19][C:18]2[CH:17]=[CH:16][C:15]([N:12]3[CH2:11][CH2:10][N:9]([C:5]4[C:6]([NH2:8])=[N:7][C:2]([NH2:1])=[N:3][C:4]=4[CH3:23])[CH2:14][CH2:13]3)=[CH:22][CH:21]=2)=[CH:32][C:31]=1[OH:33]. The catalyst class is: 8. (6) Reactant: [NH:1]([C:10]([O:12][CH2:13][C:14]1[CH:19]=[CH:18][C:17]([CH2:20][CH2:21][C:22]2[N:23]=[C:24]([NH:27][C:28](=[O:30])[CH3:29])[S:25][CH:26]=2)=[CH:16][CH:15]=1)=[O:11])[NH:2]C(OC(C)(C)C)=O.O1CCOCC1.[ClH:37]. Product: [ClH:37].[NH:1]([C:10]([O:12][CH2:13][C:14]1[CH:15]=[CH:16][C:17]([CH2:20][CH2:21][C:22]2[N:23]=[C:24]([NH:27][C:28](=[O:30])[CH3:29])[S:25][CH:26]=2)=[CH:18][CH:19]=1)=[O:11])[NH2:2]. The catalyst class is: 4. (7) Reactant: [C:1]([N:4]1[CH2:9][CH2:8][CH2:7][C:6]([CH2:18][CH:19]=[O:20])([CH2:10][C:11]2[CH:16]=[CH:15][C:14]([CH3:17])=[CH:13][CH:12]=2)[CH2:5]1)(=[O:3])[CH3:2].[OH-].[Na+].[CH2:23]([OH:25])[CH3:24]. Product: [C:1]([N:4]1[CH2:9][CH2:8][CH2:7][C:6]([CH2:18][C:19]([O:25][CH2:23][CH3:24])=[O:20])([CH2:10][C:11]2[CH:12]=[CH:13][C:14]([CH3:17])=[CH:15][CH:16]=2)[CH2:5]1)(=[O:3])[CH3:2]. The catalyst class is: 716. (8) Reactant: [Cl:1][C:2]1[CH:7]=[CH:6][CH:5]=[CH:4][C:3]=1[OH:8].C(=O)([O-])[O-].[K+].[K+].Br[CH2:16][C:17]([O:19][CH2:20][CH3:21])=[O:18]. Product: [Cl:1][C:2]1[CH:7]=[CH:6][CH:5]=[CH:4][C:3]=1[O:8][CH2:16][C:17]([O:19][CH2:20][CH3:21])=[O:18]. The catalyst class is: 21.